This data is from Reaction yield outcomes from USPTO patents with 853,638 reactions. The task is: Predict the reaction yield, written as a fraction of the theoretical maximum amount of product (1.0 means a 100% yield; for example, 0.34 means a 34% yield). (1) The reactants are [C:1]([O:7][CH2:8][N:9]1[C:13]2[N:14]=[CH:15][N:16]=[C:17]([C:18]3[CH:19]=[N:20][N:21]([CH:23]([CH:27]4[CH2:31][CH2:30][CH2:29][CH2:28]4)[CH2:24][C:25]#[N:26])[CH:22]=3)[C:12]=2[CH:11]=[CH:10]1)(=[O:6])[C:2]([CH3:5])([CH3:4])[CH3:3].O1CCCC1.CC(C)=O.[CH:41]1[CH:46]=[CH:45][C:44]([C:47]([O:49][C@H:50]([C:64]([OH:66])=[O:65])[C@H:51]([O:55][C:56]([C:58]2[CH:63]=[CH:62][CH:61]=[CH:60][CH:59]=2)=[O:57])[C:52]([OH:54])=[O:53])=[O:48])=[CH:43][CH:42]=1. The catalyst is C(#N)C. The product is [C:56]([O:55][C@@H:51]([C@H:50]([O:49][C:47](=[O:48])[C:44]1[CH:43]=[CH:42][CH:41]=[CH:46][CH:45]=1)[C:64]([OH:66])=[O:65])[C:52]([OH:54])=[O:53])(=[O:57])[C:58]1[CH:63]=[CH:62][CH:61]=[CH:60][CH:59]=1.[C:1]([O:7][CH2:8][N:9]1[C:13]2[N:14]=[CH:15][N:16]=[C:17]([C:18]3[CH:19]=[N:20][N:21]([C@@H:23]([CH:27]4[CH2:31][CH2:30][CH2:29][CH2:28]4)[CH2:24][C:25]#[N:26])[CH:22]=3)[C:12]=2[CH:11]=[CH:10]1)(=[O:6])[C:2]([CH3:4])([CH3:5])[CH3:3]. The yield is 0.792. (2) The reactants are [Cl:1][C:2]1[CH:10]=[CH:9][C:5]([C:6]([NH2:8])=[S:7])=[C:4]([O:11][CH3:12])[CH:3]=1.Cl[CH:14]([C:20]([CH3:22])=O)[C:15]([O:17][CH2:18][CH3:19])=[O:16]. The catalyst is C(O)C. The product is [Cl:1][C:2]1[CH:10]=[CH:9][C:5]([C:6]2[S:7][C:14]([C:15]([O:17][CH2:18][CH3:19])=[O:16])=[C:20]([CH3:22])[N:8]=2)=[C:4]([O:11][CH3:12])[CH:3]=1. The yield is 0.780. (3) The reactants are [C:1](=O)([O-])[O-].[Cs+].[Cs+].[CH3:7][O:8][C:9]1[CH:18]=[C:17]2[C:12]([N:13]=[CH:14][C:15]([S:19][CH2:20][CH2:21][N:22]3[CH2:27][CH2:26][CH:25]([NH:28][S:29]([C:32]4[CH:37]=[CH:36][CH:35]=[CH:34][C:33]=4[N+:38]([O-:40])=[O:39])(=[O:31])=[O:30])[CH2:24][CH2:23]3)=[N:16]2)=[CH:11][CH:10]=1.CI.C1CCCCC1. The catalyst is CN(C)C=O.C(OCC)(=O)C. The product is [CH3:7][O:8][C:9]1[CH:18]=[C:17]2[C:12]([N:13]=[CH:14][C:15]([S:19][CH2:20][CH2:21][N:22]3[CH2:23][CH2:24][CH:25]([N:28]([CH3:1])[S:29]([C:32]4[CH:37]=[CH:36][CH:35]=[CH:34][C:33]=4[N+:38]([O-:40])=[O:39])(=[O:30])=[O:31])[CH2:26][CH2:27]3)=[N:16]2)=[CH:11][CH:10]=1. The yield is 0.340. (4) The reactants are [Cl:1][C:2]1[CH:3]=[C:4]2[C:9](=[CH:10][N:11]=1)[C:8](=[O:12])[N:7](C(OC(C)(C)C)=O)[CH2:6][CH2:5]2.Cl. The catalyst is C(Cl)Cl.O1CCOCC1. The product is [ClH:1].[Cl:1][C:2]1[CH:3]=[C:4]2[C:9](=[CH:10][N:11]=1)[C:8](=[O:12])[NH:7][CH2:6][CH2:5]2. The yield is 0.930. (5) The reactants are I[C:2]1[CH:6]=[CH:5][O:4][N:3]=1.[SiH3:7][O:8][SiH3:9].[CH3:10][N:11](C=O)C. The catalyst is C(OCC)(=O)C.[C-]#N.[Zn+2].[C-]#N.C1C=CC([P]([Pd]([P](C2C=CC=CC=2)(C2C=CC=CC=2)C2C=CC=CC=2)([P](C2C=CC=CC=2)(C2C=CC=CC=2)C2C=CC=CC=2)[P](C2C=CC=CC=2)(C2C=CC=CC=2)C2C=CC=CC=2)(C2C=CC=CC=2)C2C=CC=CC=2)=CC=1. The product is [C:10]([C:2]1[CH:6]=[CH:5][O:4][N:3]=1)#[N:11].[SiH3:7][O:8][SiH3:9]. The yield is 0.465. (6) The reactants are [C:1]([C:5]1[NH:6][C:7]2[C:12]([CH:13]=1)=[CH:11][C:10]([N+:14]([O-:16])=[O:15])=[CH:9]C=2C#N)([CH3:4])([CH3:3])[CH3:2].[OH-:19].[K+].[CH3:21][CH2:22][OH:23]. No catalyst specified. The product is [C:1]([C:5]1[NH:6][C:7]2[C:12]([CH:13]=1)=[CH:11][C:10]([N+:14]([O-:16])=[O:15])=[CH:9][C:21]=2[C:22]([OH:19])=[O:23])([CH3:4])([CH3:3])[CH3:2]. The yield is 0.770. (7) The reactants are [Br:1][C:2]1[CH:3]=[C:4]([C:8]2[C:22]([C:23](=O)/[CH:24]=[CH:25]/N(C)C)=[C:11]3[CH:12]=[CH:13][CH:14]=[C:15]([NH:16][CH:17]4[CH2:21][CH2:20][CH2:19][CH2:18]4)[N:10]3[N:9]=2)[CH:5]=[CH:6][CH:7]=1.S(O)(O)(=O)=O.[NH2:35][C:36]([NH2:38])=[NH:37]. No catalyst specified. The product is [NH2:37][C:36]1[N:38]=[C:23]([C:22]2[C:8]([C:4]3[CH:5]=[CH:6][CH:7]=[C:2]([Br:1])[CH:3]=3)=[N:9][N:10]3[C:15]([NH:16][CH:17]4[CH2:18][CH2:19][CH2:20][CH2:21]4)=[CH:14][CH:13]=[CH:12][C:11]=23)[CH:24]=[CH:25][N:35]=1. The yield is 0.770.